Dataset: Full USPTO retrosynthesis dataset with 1.9M reactions from patents (1976-2016). Task: Predict the reactants needed to synthesize the given product. (1) Given the product [NH2:1][C:2]1[C:3]2[C:13]([O:14][CH2:15][C:16]([NH:19][C:20](=[O:28])[C:21]3[CH:26]=[CH:25][N:24]=[C:23]([C:34]4[CH:33]=[CH:32][CH:31]=[C:30]([OH:29])[CH:35]=4)[CH:22]=3)([CH3:18])[CH3:17])=[CH:12][CH:11]=[CH:10][C:4]=2[NH:5][S:6](=[O:9])(=[O:8])[N:7]=1, predict the reactants needed to synthesize it. The reactants are: [NH2:1][C:2]1[C:3]2[C:13]([O:14][CH2:15][C:16]([NH:19][C:20](=[O:28])[C:21]3[CH:26]=[CH:25][N:24]=[C:23](Br)[CH:22]=3)([CH3:18])[CH3:17])=[CH:12][CH:11]=[CH:10][C:4]=2[NH:5][S:6](=[O:9])(=[O:8])[N:7]=1.[OH:29][C:30]1[CH:31]=[C:32](B(O)O)[CH:33]=[CH:34][CH:35]=1. (2) Given the product [CH3:1][C:2]1[N:6]2[CH2:7][CH2:8][NH:9][CH:10]([CH2:11][OH:12])[C:5]2=[CH:4][CH:3]=1, predict the reactants needed to synthesize it. The reactants are: [CH3:1][C:2]1[N:6]2[CH2:7][CH2:8][N:9]=[C:10]([C:11](OCC)=[O:12])[C:5]2=[CH:4][CH:3]=1.[H-].[H-].[H-].[H-].[Li+].[Al+3].